Dataset: NCI-60 drug combinations with 297,098 pairs across 59 cell lines. Task: Regression. Given two drug SMILES strings and cell line genomic features, predict the synergy score measuring deviation from expected non-interaction effect. (1) Drug 1: CNC(=O)C1=CC=CC=C1SC2=CC3=C(C=C2)C(=NN3)C=CC4=CC=CC=N4. Drug 2: CC12CCC3C(C1CCC2O)C(CC4=C3C=CC(=C4)O)CCCCCCCCCS(=O)CCCC(C(F)(F)F)(F)F. Cell line: TK-10. Synergy scores: CSS=1.17, Synergy_ZIP=-0.657, Synergy_Bliss=-1.04, Synergy_Loewe=-0.984, Synergy_HSA=-0.970. (2) Synergy scores: CSS=35.2, Synergy_ZIP=0.512, Synergy_Bliss=-0.920, Synergy_Loewe=-15.7, Synergy_HSA=-0.661. Drug 2: CN(CC1=CN=C2C(=N1)C(=NC(=N2)N)N)C3=CC=C(C=C3)C(=O)NC(CCC(=O)O)C(=O)O. Cell line: NCI-H460. Drug 1: C1CC(=O)NC(=O)C1N2CC3=C(C2=O)C=CC=C3N. (3) Drug 1: CCC(=C(C1=CC=CC=C1)C2=CC=C(C=C2)OCCN(C)C)C3=CC=CC=C3.C(C(=O)O)C(CC(=O)O)(C(=O)O)O. Drug 2: CN(C(=O)NC(C=O)C(C(C(CO)O)O)O)N=O. Cell line: SF-295. Synergy scores: CSS=5.51, Synergy_ZIP=0.0480, Synergy_Bliss=3.00, Synergy_Loewe=-0.451, Synergy_HSA=-1.36. (4) Cell line: NCI-H322M. Drug 1: CCC1=C2CN3C(=CC4=C(C3=O)COC(=O)C4(CC)O)C2=NC5=C1C=C(C=C5)O. Drug 2: B(C(CC(C)C)NC(=O)C(CC1=CC=CC=C1)NC(=O)C2=NC=CN=C2)(O)O. Synergy scores: CSS=29.6, Synergy_ZIP=-0.261, Synergy_Bliss=0.792, Synergy_Loewe=-3.63, Synergy_HSA=-1.26. (5) Drug 1: CCC1=CC2CC(C3=C(CN(C2)C1)C4=CC=CC=C4N3)(C5=C(C=C6C(=C5)C78CCN9C7C(C=CC9)(C(C(C8N6C)(C(=O)OC)O)OC(=O)C)CC)OC)C(=O)OC.C(C(C(=O)O)O)(C(=O)O)O. Drug 2: CC1=C(C(=CC=C1)Cl)NC(=O)C2=CN=C(S2)NC3=CC(=NC(=N3)C)N4CCN(CC4)CCO. Cell line: HOP-62. Synergy scores: CSS=46.5, Synergy_ZIP=-5.07, Synergy_Bliss=-4.79, Synergy_Loewe=-5.05, Synergy_HSA=-2.62.